Dataset: Catalyst prediction with 721,799 reactions and 888 catalyst types from USPTO. Task: Predict which catalyst facilitates the given reaction. (1) Reactant: C(NCCCN1C(S[C:18]2[C:26]([C:27]3O[CH:29]=[CH:30][N:31]=3)=[CH:25]C3OCOC=3C=2)=NC2C1=NC=NC=2N)(C)C.CC(NCCC[N:40]1[C:49]([S:50][C:51]2[CH:56]=[C:55]3[O:57][CH2:58]O[C:54]3=[CH:53][C:52]=2I)=[N:48][C:42]2[C:43]([NH2:47])=[N:44][CH:45]=[N:46][C:41]1=2)C.[CH2:61]([Sn](CCCC)(CCCC)C1OC=CN=1)[CH2:62]CC.[Li+].[Cl-].[CH3:81]N(C=O)C. Product: [C:61]([C:52]1[CH:53]=[CH:54][C:55]([O:57][CH3:58])=[CH:56][C:51]=1[S:50][C:49]1[N:40]([CH2:29][CH2:30][NH:31][CH2:27][C:26]([CH3:25])([CH3:18])[CH3:81])[C:41]2[C:42]([N:48]=1)=[C:43]([NH2:47])[N:44]=[CH:45][N:46]=2)#[CH:62]. The catalyst class is: 73. (2) Reactant: [C:1]1([O:8][CH3:9])[C:2](=[CH:4][CH:5]=[CH:6][CH:7]=1)[OH:3].S(C1C=CC(C)=CC=1)(OC[CH2:15][Cl:16])(=O)=O.[C:24](=O)([O-])[O-].[K+].[K+]. Product: [Cl:16][CH2:15][CH2:9][O:8][C:1]1[CH:7]=[CH:6][CH:5]=[CH:4][C:2]=1[O:3][CH3:24]. The catalyst class is: 131.